This data is from Reaction yield outcomes from USPTO patents with 853,638 reactions. The task is: Predict the reaction yield, written as a fraction of the theoretical maximum amount of product (1.0 means a 100% yield; for example, 0.34 means a 34% yield). (1) The reactants are [F:1][C:2]1[CH:3]=[C:4]([OH:11])[CH:5]=[CH:6][C:7]=1[N+:8]([O-])=O. The catalyst is C(OCC)(=O)C.O1CCCC1.[C].[Pd]. The product is [NH2:8][C:7]1[CH:6]=[CH:5][C:4]([OH:11])=[CH:3][C:2]=1[F:1]. The yield is 0.406. (2) The reactants are [C:1]([O:5][C:6]([NH:8][C@H:9]1[CH2:13][CH2:12][C:11]([C:18]([OH:21])([CH3:20])[CH3:19])([C:14]([O:16]C)=[O:15])[CH2:10]1)=[O:7])([CH3:4])([CH3:3])[CH3:2].CO.O.O.[OH-].[Li+]. The catalyst is C1COCC1. The product is [C:1]([O:5][C:6]([NH:8][C@H:9]1[CH2:13][CH2:12][C:11]([C:18]([OH:21])([CH3:20])[CH3:19])([C:14]([OH:16])=[O:15])[CH2:10]1)=[O:7])([CH3:4])([CH3:2])[CH3:3]. The yield is 0.490.